Dataset: NCI-60 drug combinations with 297,098 pairs across 59 cell lines. Task: Regression. Given two drug SMILES strings and cell line genomic features, predict the synergy score measuring deviation from expected non-interaction effect. (1) Drug 1: CCC1(CC2CC(C3=C(CCN(C2)C1)C4=CC=CC=C4N3)(C5=C(C=C6C(=C5)C78CCN9C7C(C=CC9)(C(C(C8N6C=O)(C(=O)OC)O)OC(=O)C)CC)OC)C(=O)OC)O.OS(=O)(=O)O. Drug 2: CC1C(C(CC(O1)OC2CC(OC(C2O)C)OC3=CC4=CC5=C(C(=O)C(C(C5)C(C(=O)C(C(C)O)O)OC)OC6CC(C(C(O6)C)O)OC7CC(C(C(O7)C)O)OC8CC(C(C(O8)C)O)(C)O)C(=C4C(=C3C)O)O)O)O. Cell line: SNB-19. Synergy scores: CSS=33.1, Synergy_ZIP=0.530, Synergy_Bliss=-0.492, Synergy_Loewe=-2.39, Synergy_HSA=-2.11. (2) Drug 1: C1CC(=O)NC(=O)C1N2CC3=C(C2=O)C=CC=C3N. Drug 2: COC1=C2C(=CC3=C1OC=C3)C=CC(=O)O2. Cell line: OVCAR-4. Synergy scores: CSS=3.15, Synergy_ZIP=-0.421, Synergy_Bliss=1.39, Synergy_Loewe=1.30, Synergy_HSA=1.19. (3) Drug 1: C1CCC(C1)C(CC#N)N2C=C(C=N2)C3=C4C=CNC4=NC=N3. Drug 2: C1=NC2=C(N1)C(=S)N=C(N2)N. Cell line: OVCAR-8. Synergy scores: CSS=26.2, Synergy_ZIP=-0.0582, Synergy_Bliss=0.226, Synergy_Loewe=-24.5, Synergy_HSA=-1.28. (4) Drug 1: C1=NC2=C(N=C(N=C2N1C3C(C(C(O3)CO)O)O)F)N. Drug 2: CS(=O)(=O)CCNCC1=CC=C(O1)C2=CC3=C(C=C2)N=CN=C3NC4=CC(=C(C=C4)OCC5=CC(=CC=C5)F)Cl. Cell line: U251. Synergy scores: CSS=-4.63, Synergy_ZIP=6.26, Synergy_Bliss=0.0353, Synergy_Loewe=-4.72, Synergy_HSA=-4.53. (5) Drug 1: C1=NC2=C(N1)C(=S)N=C(N2)N. Drug 2: C1CNP(=O)(OC1)N(CCCl)CCCl. Cell line: OVCAR-4. Synergy scores: CSS=22.1, Synergy_ZIP=1.02, Synergy_Bliss=0.426, Synergy_Loewe=-28.2, Synergy_HSA=-0.882. (6) Drug 1: CS(=O)(=O)CCNCC1=CC=C(O1)C2=CC3=C(C=C2)N=CN=C3NC4=CC(=C(C=C4)OCC5=CC(=CC=C5)F)Cl. Drug 2: C(CC(=O)O)C(=O)CN.Cl. Cell line: IGROV1. Synergy scores: CSS=20.2, Synergy_ZIP=-7.07, Synergy_Bliss=-0.0284, Synergy_Loewe=-9.20, Synergy_HSA=0.562. (7) Drug 1: C1=C(C(=O)NC(=O)N1)N(CCCl)CCCl. Drug 2: C1C(C(OC1N2C=NC(=NC2=O)N)CO)O. Cell line: U251. Synergy scores: CSS=34.3, Synergy_ZIP=3.65, Synergy_Bliss=4.90, Synergy_Loewe=3.10, Synergy_HSA=4.59. (8) Drug 1: C(=O)(N)NO. Drug 2: CC(C)CN1C=NC2=C1C3=CC=CC=C3N=C2N. Cell line: MOLT-4. Synergy scores: CSS=4.90, Synergy_ZIP=-2.55, Synergy_Bliss=-5.14, Synergy_Loewe=-4.51, Synergy_HSA=-5.41. (9) Synergy scores: CSS=36.6, Synergy_ZIP=-8.00, Synergy_Bliss=-0.604, Synergy_Loewe=3.55, Synergy_HSA=5.15. Drug 1: COC1=C(C=C2C(=C1)N=CN=C2NC3=CC(=C(C=C3)F)Cl)OCCCN4CCOCC4. Drug 2: CC1=C(C(=O)C2=C(C1=O)N3CC4C(C3(C2COC(=O)N)OC)N4)N. Cell line: PC-3. (10) Drug 1: C1=CC(=CC=C1CCC2=CNC3=C2C(=O)NC(=N3)N)C(=O)NC(CCC(=O)O)C(=O)O. Drug 2: CC1OCC2C(O1)C(C(C(O2)OC3C4COC(=O)C4C(C5=CC6=C(C=C35)OCO6)C7=CC(=C(C(=C7)OC)O)OC)O)O. Cell line: SK-MEL-5. Synergy scores: CSS=27.5, Synergy_ZIP=0.604, Synergy_Bliss=3.15, Synergy_Loewe=0.339, Synergy_HSA=4.16.